The task is: Regression. Given a peptide amino acid sequence and an MHC pseudo amino acid sequence, predict their binding affinity value. This is MHC class II binding data.. This data is from Peptide-MHC class II binding affinity with 134,281 pairs from IEDB. The peptide sequence is SEDLELSWNLNGLQAY. The MHC is DRB1_0401 with pseudo-sequence DRB1_0401. The binding affinity (normalized) is 0.168.